This data is from Experimentally validated miRNA-target interactions with 360,000+ pairs, plus equal number of negative samples. The task is: Binary Classification. Given a miRNA mature sequence and a target amino acid sequence, predict their likelihood of interaction. The miRNA is hsa-miR-1304-3p with sequence UCUCACUGUAGCCUCGAACCCC. The protein sequence of the target gene is MGGLRPWSRYGLLVVAHLLALGLGAVVFQALEGPPACRLQAELRAELAAFQAEHRACLPPGALEELLGTALATQAHGVSTLGNSSEGRTWDLPSALLFAASILTTTGYGHMAPLSPGGKAFCMVYAALGLPASLALVATLRHCLLPVLSRPRAWVAVHWQLSPARAALLQAVALGLLVASSFVLLPALVLWGLQGDCSLLGAVYFCFSSLSTIGLEDLLPGRGRSLHPVIYHLGQLALLGYLLLGLLAMLLAVETFSELPQVRAMGKFFRPSGPVTAEDQGGILGQDELALSTLPPAAPA.... Result: 0 (no interaction).